The task is: Predict the reaction yield, written as a fraction of the theoretical maximum amount of product (1.0 means a 100% yield; for example, 0.34 means a 34% yield).. This data is from Reaction yield outcomes from USPTO patents with 853,638 reactions. (1) The reactants are [C:1]([CH:5]1[CH2:13][C:12]2[C:7](=[CH:8][CH:9]=[C:10]([NH:14][C:15]([C:17]3([C:20]4[CH:30]=[CH:29][C:23]5[O:24][C:25]([F:28])([F:27])[O:26][C:22]=5[CH:21]=4)[CH2:19][CH2:18]3)=[O:16])[CH:11]=2)[N:6]1[CH2:31][CH2:32]Cl)([CH3:4])([CH3:3])[CH3:2].[C-:34]#[N:35].[Na+].O. The catalyst is CCO. The product is [C:1]([CH:5]1[CH2:13][C:12]2[C:7](=[CH:8][CH:9]=[C:10]([NH:14][C:15]([C:17]3([C:20]4[CH:30]=[CH:29][C:23]5[O:24][C:25]([F:28])([F:27])[O:26][C:22]=5[CH:21]=4)[CH2:19][CH2:18]3)=[O:16])[CH:11]=2)[N:6]1[CH2:31][CH2:32][C:34]#[N:35])([CH3:4])([CH3:3])[CH3:2]. The yield is 0.480. (2) The reactants are Br[CH2:2][C:3]1[C:12]2[C:7](=[CH:8][CH:9]=[CH:10][CH:11]=2)[C:6]([CH:13]=[O:14])=[CH:5][CH:4]=1.[C:15]1(=[O:25])[NH:19][C:18](=[O:20])[C:17]2=[CH:21][CH:22]=[CH:23][CH:24]=[C:16]12.[K]. The catalyst is CN(C=O)C.O. The product is [O:20]=[C:18]1[C:17]2[C:16](=[CH:24][CH:23]=[CH:22][CH:21]=2)[C:15](=[O:25])[N:19]1[CH2:2][C:3]1[C:12]2[C:7](=[CH:8][CH:9]=[CH:10][CH:11]=2)[C:6]([CH:13]=[O:14])=[CH:5][CH:4]=1. The yield is 0.980. (3) The reactants are [OH:1][C@H:2]1[C@@H:6]([OH:7])[C@H:5]([N:8]2[CH:13]=[CH:12][C:11](=[O:14])[N:10]([CH2:15][C:16]3[CH:21]=[CH:20][C:19]([O:22][CH3:23])=[CH:18][CH:17]=3)[C:9]2=[O:24])[O:4][CH:3]1[C@H:25]([OH:57])[C@@H:26]([C:50]([O:52]C(C)(C)C)=[O:51])[NH:27][CH2:28][CH2:29][CH2:30][NH:31][C:32](=[O:49])[C@H:33]([CH2:45][CH:46]([CH3:48])[CH3:47])[NH:34][C:35](=[O:44])[O:36][CH2:37][C:38]1[CH:43]=[CH:42][CH:41]=[CH:40][CH:39]=1. The catalyst is FC(F)(F)C(O)=O. The product is [OH:1][C@H:2]1[C@@H:6]([OH:7])[C@H:5]([N:8]2[CH:13]=[CH:12][C:11](=[O:14])[N:10]([CH2:15][C:16]3[CH:17]=[CH:18][C:19]([O:22][CH3:23])=[CH:20][CH:21]=3)[C:9]2=[O:24])[O:4][CH:3]1[C@H:25]([OH:57])[C@@H:26]([C:50]([OH:52])=[O:51])[NH:27][CH2:28][CH2:29][CH2:30][NH:31][C:32](=[O:49])[C@H:33]([CH2:45][CH:46]([CH3:48])[CH3:47])[NH:34][C:35](=[O:44])[O:36][CH2:37][C:38]1[CH:39]=[CH:40][CH:41]=[CH:42][CH:43]=1. The yield is 0.950. (4) The reactants are [N+:1]([C:4]1[CH:8]=[N:7][NH:6][N:5]=1)([O-:3])=[O:2].[CH2:9]1COCC1.[H-].[Na+].CI. The catalyst is CC(C)=O. The product is [CH3:9][N:5]1[C:4]([N+:1]([O-:3])=[O:2])=[CH:8][N:7]=[N:6]1.[CH3:9][N:7]1[CH:8]=[C:4]([N+:1]([O-:3])=[O:2])[N:5]=[N:6]1. The yield is 0.600. (5) The product is [CH2:1]([O:8][CH2:9][CH2:10][CH2:11][N:12]1[C:20]2[C:15](=[CH:16][CH:17]=[CH:18][CH:19]=2)[C:14]2([C:23]3=[CH:24][C:25]4[O:29][CH2:28][O:27][C:26]=4[CH:30]=[C:31]3[O:22][CH2:21]2)[C:13]1=[O:33])[C:2]1[CH:3]=[CH:4][CH:5]=[CH:6][CH:7]=1. No catalyst specified. The yield is 0.980. The reactants are [CH2:1]([O:8][CH2:9][CH2:10][CH2:11][N:12]1[C:20]2[C:15](=[CH:16][CH:17]=[CH:18][CH:19]=2)[C:14]([C:23]2[C:31](O)=[CH:30][C:26]3[O:27][CH2:28][O:29][C:25]=3[CH:24]=2)([CH2:21][OH:22])[C:13]1=[O:33])[C:2]1[CH:7]=[CH:6][CH:5]=[CH:4][CH:3]=1.C1(CCN2C3C(=CC=CC=3)C(C3C(O)=CC4OCOC=4C=3)(CO)C2=O)CC1. (6) No catalyst specified. The product is [F:33][C:28]1[C:27]([CH2:8][N:9]2[CH:13]=[CH:12][C:11]([N:14]3[C:22](=[O:23])[C:21]4[C:16](=[CH:17][CH:18]=[CH:19][CH:20]=4)[C:15]3=[O:24])=[N:10]2)=[CH:32][CH:31]=[CH:30][N:29]=1. The reactants are FC1N=C([CH2:8][N:9]2[CH:13]=[CH:12][C:11]([N:14]3[C:22](=[O:23])[C:21]4[C:16](=[CH:17][CH:18]=[CH:19][CH:20]=4)[C:15]3=[O:24])=[N:10]2)C=CC=1.BrC[C:27]1[C:28]([F:33])=[N:29][CH:30]=[CH:31][CH:32]=1. The yield is 0.623. (7) The reactants are C[Si](C)(C)[N-][Si](C)(C)C.[Li+].[F:11][C:12]([F:22])([F:21])[C@H:13]([CH3:20])[CH2:14][C:15]([O:17][CH2:18][CH3:19])=[O:16].Br[C:24]1[CH:29]=[CH:28][C:27]([CH2:30][CH3:31])=[CH:26][CH:25]=1.C1CCCCC1. The catalyst is C1(C)C=CC=CC=1.C([O-])(=O)C.[Pd+2].C([O-])(=O)C.C1(P(C2CCCCC2)C2C=CC=CC=2C2C=CC=CC=2N(C)C)CCCCC1.C1CCCCC1.C(OCC)(=O)C. The product is [CH2:30]([C:27]1[CH:28]=[CH:29][C:24]([CH:14]([C@@H:13]([CH3:20])[C:12]([F:21])([F:22])[F:11])[C:15]([O:17][CH2:18][CH3:19])=[O:16])=[CH:25][CH:26]=1)[CH3:31]. The yield is 0.649. (8) The reactants are [CH3:1][C:2]1[CH2:7][C:6]2([CH2:12][CH:11]([CH3:13])[CH2:10][C:9]([CH3:15])([CH3:14])[CH2:8]2)CO[CH:3]=1.[H][H].[CH:18]([OH:21])(C)C. The catalyst is [Ni]. The product is [CH3:1][CH:2]1[CH2:7][C:6]2([CH2:12][CH:11]([CH3:13])[CH2:10][C:9]([CH3:14])([CH3:15])[CH2:8]2)[O:21][CH2:18][CH2:3]1. The yield is 0.900.